Dataset: Full USPTO retrosynthesis dataset with 1.9M reactions from patents (1976-2016). Task: Predict the reactants needed to synthesize the given product. (1) Given the product [O:24]=[C:23]1[CH:22]=[C:21]2[C:16]([CH:17]=[C:18]([C:25]#[C:26][CH2:27][C:28]3[CH:33]=[CH:32][CH:31]=[CH:30][CH:29]=3)[CH:19]=[CH:20]2)=[CH:15][N:14]1[CH2:13][C:10]1[CH:11]=[CH:12][C:7]([C:6]([OH:34])=[O:5])=[CH:8][CH:9]=1, predict the reactants needed to synthesize it. The reactants are: C([O:5][C:6](=[O:34])[C:7]1[CH:12]=[CH:11][C:10]([CH2:13][N:14]2[C:23](=[O:24])[CH:22]=[C:21]3[C:16]([CH:17]=[C:18]([C:25]#[C:26][CH2:27][C:28]4[CH:33]=[CH:32][CH:31]=[CH:30][CH:29]=4)[CH:19]=[CH:20]3)=[CH:15]2)=[CH:9][CH:8]=1)(C)(C)C.FC(F)(F)C(O)=O. (2) Given the product [C:1]([O:5][C:6]([N:8]1[CH2:12][C@@:11]([CH2:14][N:15]=[N+:16]=[N-:17])([F:13])[CH2:10][C@H:9]1[C:18](=[O:29])[NH:19][CH2:20][C:21]1[CH:26]=[CH:25][CH:24]=[C:23]([Cl:27])[C:22]=1[F:28])=[O:7])([CH3:4])([CH3:2])[CH3:3], predict the reactants needed to synthesize it. The reactants are: [C:1]([O:5][C:6]([N:8]1[CH2:12][C@:11]([CH2:14][N:15]=[N+:16]=[N-:17])([F:13])[CH2:10][C@H:9]1[C:18](=[O:29])[NH:19][CH2:20][C:21]1[CH:26]=[CH:25][CH:24]=[C:23]([Cl:27])[C:22]=1[F:28])=[O:7])([CH3:4])([CH3:3])[CH3:2].C(OC(N1C[C@@](O)(COS(C)(=O)=O)C[C@H]1C(=O)NCC1C=CC=C(Cl)C=1F)=O)(C)(C)C. (3) Given the product [CH3:12][O:13][CH2:14][CH:15]1[CH:20]([NH:21][C:22](=[O:29])[C:23]2[CH:28]=[CH:27][CH:26]=[CH:25][CH:24]=2)[CH2:19][CH2:18][N:17]([C:2]2[C:3]3[C:10]([CH3:11])=[CH:9][NH:8][C:4]=3[N:5]=[CH:6][N:7]=2)[CH2:16]1, predict the reactants needed to synthesize it. The reactants are: Cl[C:2]1[C:3]2[C:10]([CH3:11])=[CH:9][NH:8][C:4]=2[N:5]=[CH:6][N:7]=1.[CH3:12][O:13][CH2:14][CH:15]1[CH:20]([NH:21][C:22](=[O:29])[C:23]2[CH:28]=[CH:27][CH:26]=[CH:25][CH:24]=2)[CH2:19][CH2:18][NH:17][CH2:16]1.C(N(CC)C(C)C)(C)C.C(OCC)(=O)C. (4) The reactants are: Cl.[CH3:2][S:3][C:4]1[CH:9]=[CH:8][C:7]([CH:10]2[CH2:15][CH2:14][NH:13][CH2:12][CH2:11]2)=[CH:6][CH:5]=1.CCN(CC)CC.[CH3:23][C:24]([O:27][C:28]([N:30]1[CH2:35][CH2:34][CH:33]([CH2:36][CH:37]=O)[CH2:32][CH2:31]1)=[O:29])([CH3:26])[CH3:25].[BH4-].[Na+]. Given the product [C:24]([O:27][C:28]([N:30]1[CH2:35][CH2:34][CH:33]([CH2:36][CH2:37][N:13]2[CH2:14][CH2:15][CH:10]([C:7]3[CH:6]=[CH:5][C:4]([S:3][CH3:2])=[CH:9][CH:8]=3)[CH2:11][CH2:12]2)[CH2:32][CH2:31]1)=[O:29])([CH3:26])([CH3:25])[CH3:23], predict the reactants needed to synthesize it. (5) Given the product [CH3:29][C:2]([CH3:1])([CH3:28])[C:3]([O:5][CH2:6][N:7]1[CH:11]=[N:10][C:9]([C:12]2[CH:13]=[C:14]([C:18]3[CH:23]=[C:22]([F:24])[C:21]([CH2:25][NH:30][CH:31]4[CH2:39][C:38]5[C:33](=[CH:34][CH:35]=[CH:36][CH:37]=5)[CH2:32]4)=[C:20]([F:27])[CH:19]=3)[CH:15]=[CH:16][CH:17]=2)=[N:8]1)=[O:4], predict the reactants needed to synthesize it. The reactants are: [CH3:1][C:2]([CH3:29])([CH3:28])[C:3]([O:5][CH2:6][N:7]1[CH:11]=[N:10][C:9]([C:12]2[CH:13]=[C:14]([C:18]3[CH:23]=[C:22]([F:24])[C:21]([CH:25]=O)=[C:20]([F:27])[CH:19]=3)[CH:15]=[CH:16][CH:17]=2)=[N:8]1)=[O:4].[NH2:30][CH:31]1[CH2:39][C:38]2[C:33](=[CH:34][CH:35]=[CH:36][CH:37]=2)[CH2:32]1.CC(O)=O.[BH-](OC(C)=O)(OC(C)=O)OC(C)=O.[Na+]. (6) Given the product [O:28]1[CH2:27][CH2:26][CH2:3][CH2:2][CH:1]1[O:4][N:5]([C:16]([CH3:19])([CH3:18])[CH3:17])[C:6]([CH3:15])([CH3:14])[C:7]([NH:9][C:10]([CH3:13])([CH3:12])[CH3:11])=[O:8], predict the reactants needed to synthesize it. The reactants are: [CH2:1]([O:4][N:5]([C:16]([CH3:19])([CH3:18])[CH3:17])[C:6]([CH3:15])([CH3:14])[C:7]([NH:9][C:10]([CH3:13])([CH3:12])[CH3:11])=[O:8])[CH:2]=[CH2:3].C(N([C:26](C)(C)[C:27](NC(C)(C)C)=[O:28])O)(C)(C)C.ClC1CCCCO1.